Dataset: Peptide-MHC class II binding affinity with 134,281 pairs from IEDB. Task: Regression. Given a peptide amino acid sequence and an MHC pseudo amino acid sequence, predict their binding affinity value. This is MHC class II binding data. The binding affinity (normalized) is 0. The MHC is HLA-DQA10201-DQB10202 with pseudo-sequence HLA-DQA10201-DQB10202. The peptide sequence is CTNAKVTAKGVSEAN.